Dataset: CYP2D6 inhibition data for predicting drug metabolism from PubChem BioAssay. Task: Regression/Classification. Given a drug SMILES string, predict its absorption, distribution, metabolism, or excretion properties. Task type varies by dataset: regression for continuous measurements (e.g., permeability, clearance, half-life) or binary classification for categorical outcomes (e.g., BBB penetration, CYP inhibition). Dataset: cyp2d6_veith. The molecule is O=C1COc2ccc(OCc3ccc(F)cc3)cc21. The result is 0 (non-inhibitor).